From a dataset of Full USPTO retrosynthesis dataset with 1.9M reactions from patents (1976-2016). Predict the reactants needed to synthesize the given product. (1) Given the product [Cl:1][C:2]1[CH:3]=[CH:4][C:5]([CH:8]2[NH:17][C:24]([C:23]3[CH:29]=[CH:30][C:31]([O:33][CH2:34][CH3:35])=[CH:32][C:22]=3[O:21][CH2:19][CH3:20])=[N:16][CH:9]2[CH2:10][CH:11]2[CH2:12][CH2:13][CH2:14][CH2:15]2)=[CH:6][CH:7]=1, predict the reactants needed to synthesize it. The reactants are: [Cl:1][C:2]1[CH:7]=[CH:6][C:5]([CH:8]([NH2:17])[CH:9]([NH2:16])[CH2:10][CH:11]2[CH2:15][CH2:14][CH2:13][CH2:12]2)=[CH:4][CH:3]=1.Cl.[CH2:19]([O:21][C:22]1[CH:32]=[C:31]([O:33][CH2:34][CH3:35])[CH:30]=[CH:29][C:23]=1[C:24](=N)OCC)[CH3:20].ClC1C=CC(C2NC(C3C=CC(OC)=CC=3OCC)=NC2CC2CCCC2)=CC=1. (2) The reactants are: C(Cl)(=O)C(Cl)=O.CS(C)=O.[C:11]([O:15][C:16]([NH:18][C@:19]([CH3:26])([C:22]([O:24][CH3:25])=[O:23])[CH2:20][OH:21])=[O:17])([CH3:14])([CH3:13])[CH3:12].CCN(CC)CC. Given the product [C:11]([O:15][C:16]([NH:18][C:19]([CH3:26])([CH:20]=[O:21])[C:22]([O:24][CH3:25])=[O:23])=[O:17])([CH3:14])([CH3:13])[CH3:12], predict the reactants needed to synthesize it. (3) Given the product [Cl:1][C:2]1[CH:32]=[CH:31][C:30]([O:36][CH2:33][CH3:39])=[CH:29][C:3]=1[C:4]([NH2:6])=[O:5], predict the reactants needed to synthesize it. The reactants are: [Cl:1][C:2]1[CH:32]=[CH:31][CH:30]=[CH:29][C:3]=1[C:4]([NH:6]C(=O)NC1SC2C=C(S(CCNC3CCC3)(=O)=O)C=CC=2N=1)=[O:5].[C:33](=[O:36])([O-])[O-].[K+].[K+].[CH2:39](Br)C. (4) The reactants are: Br[C:2]1[CH:7]=[CH:6][CH:5]=[CH:4][C:3]=1[CH2:8][CH3:9].[CH:10]1([C:16]([CH:18]2[CH2:23][CH2:22][CH2:21][CH2:20][CH2:19]2)=[O:17])[CH2:15][CH2:14][CH2:13][CH2:12][CH2:11]1. Given the product [CH:18]1([C:16]([CH:10]2[CH2:11][CH2:12][CH2:13][CH2:14][CH2:15]2)([OH:17])[CH2:9][CH2:8][C:3]2[CH:4]=[CH:5][CH:6]=[CH:7][CH:2]=2)[CH2:19][CH2:20][CH2:21][CH2:22][CH2:23]1, predict the reactants needed to synthesize it. (5) Given the product [Cl:34][C:28]1[CH:29]=[C:30]([Cl:33])[CH:31]=[CH:32][C:27]=1[O:26][C@@H:18]([CH2:19][N:20]1[CH2:25][CH2:24][O:23][CH2:22][CH2:21]1)[CH2:17][CH2:16][NH:14][CH3:13], predict the reactants needed to synthesize it. The reactants are: FC(F)(F)C(O)=O.C(O[C:13](=O)[N:14]([CH2:16][CH2:17][C@@H:18]([O:26][C:27]1[CH:32]=[CH:31][C:30]([Cl:33])=[CH:29][C:28]=1[Cl:34])[CH2:19][N:20]1[CH2:25][CH2:24][O:23][CH2:22][CH2:21]1)C)(C)(C)C.C1(OC)C=CC=CC=1. (6) Given the product [CH3:1][O:2][C:3](=[O:48])[C:4]1[CH:9]=[C:8]([N:10]2[CH:14]=[C:13]([C:15]3[CH:20]=[CH:19][C:18]([Cl:21])=[CH:17][C:16]=3[Cl:22])[N:12]=[C:11]2[CH2:23][C:24]2[CH:25]=[CH:26][C:27]([C:30]3[CH:35]=[CH:34][C:33]([O:36][C:37]4[CH:42]=[CH:41][C:40]([NH:43][S:53]([CH2:49][CH:50]([CH3:52])[CH3:51])(=[O:55])=[O:54])=[CH:39][CH:38]=4)=[CH:32][CH:31]=3)=[CH:28][CH:29]=2)[CH:7]=[CH:6][C:5]=1[C:44]([F:45])([F:47])[F:46], predict the reactants needed to synthesize it. The reactants are: [CH3:1][O:2][C:3](=[O:48])[C:4]1[CH:9]=[C:8]([N:10]2[CH:14]=[C:13]([C:15]3[CH:20]=[CH:19][C:18]([Cl:21])=[CH:17][C:16]=3[Cl:22])[N:12]=[C:11]2[CH2:23][C:24]2[CH:29]=[CH:28][C:27]([C:30]3[CH:35]=[CH:34][C:33]([O:36][C:37]4[CH:42]=[CH:41][C:40]([NH2:43])=[CH:39][CH:38]=4)=[CH:32][CH:31]=3)=[CH:26][CH:25]=2)[CH:7]=[CH:6][C:5]=1[C:44]([F:47])([F:46])[F:45].[CH2:49]([S:53](Cl)(=[O:55])=[O:54])[CH:50]([CH3:52])[CH3:51].